From a dataset of Forward reaction prediction with 1.9M reactions from USPTO patents (1976-2016). Predict the product of the given reaction. (1) Given the reactants I[CH2:2][CH2:3][CH2:4][CH2:5][CH2:6][CH2:7][CH2:8][CH2:9][CH2:10][CH2:11][CH2:12][O:13][CH:14]1[CH2:19][CH2:18][CH2:17][CH2:16][O:15]1.Br[CH2:21][CH2:22][CH2:23][CH2:24][CH2:25][C:26]([O:28][CH2:29][CH3:30])=[O:27].CC([C@@H]1N=C(C2C=CC=C(C3OC[C@H](C(C)C)N=3)N=2)OC1)C, predict the reaction product. The product is: [O:15]1[CH2:16][CH2:17][CH2:18][CH2:19][CH:14]1[O:13][CH2:12][CH2:11][CH2:10][CH2:9][CH2:8][CH2:7][CH2:6][CH2:5][CH2:4][CH2:3][CH2:2][CH2:21][CH2:22][CH2:23][CH2:24][CH2:25][C:26]([O:28][CH2:29][CH3:30])=[O:27]. (2) Given the reactants [C:1]([NH:4][C:5]1[CH:10]=[C:9]([Cl:11])[C:8]([C:12]2[CH:17]=[CH:16][CH:15]=[CH:14][N:13]=2)=[CH:7][C:6]=1/[CH:18]=[CH:19]/[C:20]([OH:22])=O)(=[O:3])[CH3:2].[F:23][C:24]1[CH:39]=[CH:38][C:27]([CH2:28][N:29]2[CH2:36][CH:35]3[NH:37][CH:31]([CH2:32][O:33][CH2:34]3)[CH2:30]2)=[CH:26][CH:25]=1, predict the reaction product. The product is: [Cl:11][C:9]1[C:8]([C:12]2[CH:17]=[CH:16][CH:15]=[CH:14][N:13]=2)=[CH:7][C:6](/[CH:18]=[CH:19]/[C:20]([N:37]2[CH:31]3[CH2:30][N:29]([CH2:28][C:27]4[CH:38]=[CH:39][C:24]([F:23])=[CH:25][CH:26]=4)[CH2:36][CH:35]2[CH2:34][O:33][CH2:32]3)=[O:22])=[C:5]([NH:4][C:1](=[O:3])[CH3:2])[CH:10]=1. (3) Given the reactants [NH:1]1[CH2:5][CH2:4][CH2:3][CH2:2]1.[CH2:6]([O:13][N:14]1[C:23](=[O:24])[C:22]2[C:17](=[CH:18][C:19](F)=[C:20]([F:25])[CH:21]=2)[N:16]([CH2:27][CH2:28][F:29])[C:15]1=[O:30])[C:7]1[CH:12]=[CH:11][CH:10]=[CH:9][CH:8]=1.C(N(CC)CC)C, predict the reaction product. The product is: [CH2:6]([O:13][N:14]1[C:23](=[O:24])[C:22]2[C:17](=[CH:18][C:19]([N:1]3[CH2:5][CH2:4][CH2:3][CH2:2]3)=[C:20]([F:25])[CH:21]=2)[N:16]([CH2:27][CH2:28][F:29])[C:15]1=[O:30])[C:7]1[CH:12]=[CH:11][CH:10]=[CH:9][CH:8]=1. (4) Given the reactants [Br:1][C:2]1[CH:3]=[C:4]([C:15]([O:17]C)=[O:16])[C:5]2[C:6]([Cl:14])=[CH:7][N:8]([CH:11]([CH3:13])[CH3:12])[C:9]=2[CH:10]=1.[OH-].[Na+], predict the reaction product. The product is: [Br:1][C:2]1[CH:3]=[C:4]([C:15]([OH:17])=[O:16])[C:5]2[C:6]([Cl:14])=[CH:7][N:8]([CH:11]([CH3:12])[CH3:13])[C:9]=2[CH:10]=1. (5) Given the reactants [NH2:1][C:2]1[C:10]([Cl:11])=[CH:9][C:5]([C:6]([OH:8])=O)=[C:4]([O:12][CH3:13])[CH:3]=1.C(N1C=CN=C1)(N1C=CN=C1)=O.C(N(CC)CC)C.[N:33]1([CH2:38][CH2:39][CH2:40][N:41]2[CH2:46][CH2:45][CH:44]([CH2:47][NH2:48])[CH2:43][CH2:42]2)[CH:37]=[CH:36][N:35]=[N:34]1, predict the reaction product. The product is: [N:33]1([CH2:38][CH2:39][CH2:40][N:41]2[CH2:42][CH2:43][CH:44]([CH2:47][NH:48][C:6](=[O:8])[C:5]3[CH:9]=[C:10]([Cl:11])[C:2]([NH2:1])=[CH:3][C:4]=3[O:12][CH3:13])[CH2:45][CH2:46]2)[CH:37]=[CH:36][N:35]=[N:34]1. (6) Given the reactants C(NC1N=CC2N(C3C=CC(F)=CC=3)C=C(C3(O)CCCCC3)C=2N=1)CCC.[CH2:29]([NH:33][C:34]1[N:35]=[CH:36][C:37]2[N:42]([C:43]3[CH:48]=[CH:47][C:46]([F:49])=[CH:45][CH:44]=3)[CH2:41][CH:40]([CH:50]3[CH2:55][CH2:54][CH:53]([OH:56])[CH2:52][CH2:51]3)[C:38]=2[N:39]=1)[CH2:30][CH2:31][CH3:32], predict the reaction product. The product is: [CH2:29]([NH:33][C:34]1[N:35]=[CH:36][C:37]2[N:42]([C:43]3[CH:48]=[CH:47][C:46]([F:49])=[CH:45][CH:44]=3)[CH:41]=[C:40]([C@@H:50]3[CH2:51][CH2:52][C@H:53]([OH:56])[CH2:54][CH2:55]3)[C:38]=2[N:39]=1)[CH2:30][CH2:31][CH3:32].[CH2:29]([NH:33][C:34]1[N:35]=[CH:36][C:37]2[N:42]([C:43]3[CH:48]=[CH:47][C:46]([F:49])=[CH:45][CH:44]=3)[CH:41]=[C:40]([C@H:50]3[CH2:51][CH2:52][C@H:53]([OH:56])[CH2:54][CH2:55]3)[C:38]=2[N:39]=1)[CH2:30][CH2:31][CH3:32].